From a dataset of Full USPTO retrosynthesis dataset with 1.9M reactions from patents (1976-2016). Predict the reactants needed to synthesize the given product. Given the product [CH:1]1([O:5][C:6]2[CH:14]=[CH:13][C:12]([S:15]([CH3:18])(=[O:17])=[O:16])=[CH:11][C:7]=2[C:8]([N:22]2[CH2:23][CH2:24][N:19]([C:25]3[S:26][C:27]([C:30]#[N:31])=[CH:28][N:29]=3)[CH2:20][CH2:21]2)=[O:10])[CH2:2][CH2:3][CH2:4]1, predict the reactants needed to synthesize it. The reactants are: [CH:1]1([O:5][C:6]2[CH:14]=[CH:13][C:12]([S:15]([CH3:18])(=[O:17])=[O:16])=[CH:11][C:7]=2[C:8]([OH:10])=O)[CH2:4][CH2:3][CH2:2]1.[N:19]1([C:25]2[S:26][C:27]([C:30]#[N:31])=[CH:28][N:29]=2)[CH2:24][CH2:23][NH:22][CH2:21][CH2:20]1.